This data is from Catalyst prediction with 721,799 reactions and 888 catalyst types from USPTO. The task is: Predict which catalyst facilitates the given reaction. (1) Reactant: [CH2:1]([O:4][CH2:5][CH2:6][O:7][CH2:8][CH2:9][O:10][CH2:11][CH2:12][OH:13])[C:2]#[CH:3].[C:14]1([CH3:24])[CH:19]=[CH:18][C:17]([S:20](Cl)(=[O:22])=[O:21])=[CH:16][CH:15]=1. Product: [CH3:24][C:14]1[CH:19]=[CH:18][C:17]([S:20]([O:13][CH2:12][CH2:11][O:10][CH2:9][CH2:8][O:7][CH2:6][CH2:5][O:4][CH2:1][C:2]#[CH:3])(=[O:22])=[O:21])=[CH:16][CH:15]=1. The catalyst class is: 17. (2) Reactant: [CH3:1][S:2](Cl)(=[O:4])=[O:3].[O:6]1[C:10]2[CH:11]=[CH:12][C:13]([C:15]3[C:16]([O:22][CH2:23][CH2:24][O:25][C:26]4[N:31]=[CH:30][C:29]([Cl:32])=[CH:28][N:27]=4)=[N:17][N:18]([CH3:21])[C:19]=3[NH2:20])=[CH:14][C:9]=2[O:8][CH2:7]1.CN(C1C=CC=CN=1)C. Product: [O:6]1[C:10]2[CH:11]=[CH:12][C:13]([C:15]3[C:16]([O:22][CH2:23][CH2:24][O:25][C:26]4[N:31]=[CH:30][C:29]([Cl:32])=[CH:28][N:27]=4)=[N:17][N:18]([CH3:21])[C:19]=3[N:20]([S:2]([CH3:1])(=[O:4])=[O:3])[S:2]([CH3:1])(=[O:4])=[O:3])=[CH:14][C:9]=2[O:8][CH2:7]1. The catalyst class is: 17. (3) Reactant: [Cl:1][C:2]1[N:3]=[C:4](Cl)[C:5]2[CH:10]=[CH:9][N:8]([CH2:11][O:12][CH2:13][CH2:14][Si:15]([CH3:18])([CH3:17])[CH3:16])[C:6]=2[N:7]=1.[N+:20]([C:23]1[CH:24]=[C:25]([OH:29])[CH:26]=[CH:27][CH:28]=1)([O-:22])=[O:21].C([O-])([O-])=O.[K+].[K+]. Product: [Cl:1][C:2]1[N:3]=[C:4]([O:29][C:25]2[CH:26]=[CH:27][CH:28]=[C:23]([N+:20]([O-:22])=[O:21])[CH:24]=2)[C:5]2[CH:10]=[CH:9][N:8]([CH2:11][O:12][CH2:13][CH2:14][Si:15]([CH3:18])([CH3:17])[CH3:16])[C:6]=2[N:7]=1. The catalyst class is: 9. (4) Reactant: [C:1](Cl)(=O)[O:2]C1C=CC([N+]([O-])=O)=CC=1.[NH2:14][C:15]1[CH:20]=[CH:19][C:18]([S:21]([N:24]2[CH2:29][CH2:28][N:27]([CH2:30][C:31]3[CH:36]=[CH:35][C:34]([C:37]([OH:46])([C:42]([F:45])([F:44])[F:43])[C:38]([F:41])([F:40])[F:39])=[CH:33][CH:32]=3)[CH2:26][CH2:25]2)(=[O:23])=[O:22])=[CH:17][CH:16]=1.[CH:47]1([CH:50]([NH2:52])C)[CH2:49][CH2:48]1.O. Product: [CH:47]1([CH2:50][NH:52][C:1]([NH:14][C:15]2[CH:16]=[CH:17][C:18]([S:21]([N:24]3[CH2:25][CH2:26][N:27]([CH2:30][C:31]4[CH:32]=[CH:33][C:34]([C:37]([OH:46])([C:38]([F:39])([F:40])[F:41])[C:42]([F:45])([F:44])[F:43])=[CH:35][CH:36]=4)[CH2:28][CH2:29]3)(=[O:22])=[O:23])=[CH:19][CH:20]=2)=[O:2])[CH2:49][CH2:48]1. The catalyst class is: 4.